This data is from Full USPTO retrosynthesis dataset with 1.9M reactions from patents (1976-2016). The task is: Predict the reactants needed to synthesize the given product. (1) Given the product [CH3:1][O:2][C:3]1[C:4](=[O:25])[C:5]([CH3:24])=[C:6]([CH2:12][C:13]2[CH:14]=[C:15]([CH2:19][CH2:20][C:21]([N:26]3[CH2:31][CH2:30][CH2:29][CH2:28][CH2:27]3)=[O:22])[CH:16]=[CH:17][CH:18]=2)[C:7](=[O:11])[C:8]=1[O:9][CH3:10], predict the reactants needed to synthesize it. The reactants are: [CH3:1][O:2][C:3]1[C:4](=[O:25])[C:5]([CH3:24])=[C:6]([CH2:12][C:13]2[CH:14]=[C:15]([CH2:19][CH2:20][C:21](O)=[O:22])[CH:16]=[CH:17][CH:18]=2)[C:7](=[O:11])[C:8]=1[O:9][CH3:10].[NH:26]1[CH2:31][CH2:30][CH2:29][CH2:28][CH2:27]1. (2) Given the product [CH:50]1([NH:49][C:47](=[O:48])[C:46]2[CH:53]=[CH:54][C:55]([CH3:56])=[C:44]([C:2]3[CH:3]=[C:4]4[C:9](=[CH:10][CH:11]=3)[C:8]([NH:12][CH2:13][CH2:14][N:15]([CH2:18][CH3:19])[CH2:16][CH3:17])=[N:7][N:6]=[CH:5]4)[CH:45]=2)[CH2:51][CH2:52]1, predict the reactants needed to synthesize it. The reactants are: Br[C:2]1[CH:3]=[C:4]2[C:9](=[CH:10][CH:11]=1)[C:8]([NH:12][CH2:13][CH2:14][N:15]([CH2:18][CH3:19])[CH2:16][CH3:17])=[N:7][N:6]=[CH:5]2.C([O-])(=O)C.[K+].B1(B2OC(C)(C)C(C)(C)O2)OC(C)(C)C(C)(C)O1.Br[C:44]1[CH:45]=[C:46]([CH:53]=[CH:54][C:55]=1[CH3:56])[C:47]([NH:49][CH:50]1[CH2:52][CH2:51]1)=[O:48].C(=O)([O-])[O-].[Na+].[Na+].O. (3) Given the product [C:14]([NH:13][C:11]([C:10]1[C:4]2[C:5](=[N:6][CH:7]=[C:2]([NH:36][C:34]3[CH:33]=[CH:32][N:31]=[C:30]([S:27]([CH3:26])(=[O:29])=[O:28])[CH:35]=3)[N:3]=2)[N:8]([CH2:18][O:19][CH2:20][CH2:21][Si:22]([CH3:25])([CH3:24])[CH3:23])[CH:9]=1)=[O:12])([CH3:17])([CH3:16])[CH3:15], predict the reactants needed to synthesize it. The reactants are: Br[C:2]1[N:3]=[C:4]2[C:10]([C:11]([NH:13][C:14]([CH3:17])([CH3:16])[CH3:15])=[O:12])=[CH:9][N:8]([CH2:18][O:19][CH2:20][CH2:21][Si:22]([CH3:25])([CH3:24])[CH3:23])[C:5]2=[N:6][CH:7]=1.[CH3:26][S:27]([C:30]1[CH:35]=[C:34]([NH2:36])[CH:33]=[CH:32][N:31]=1)(=[O:29])=[O:28].CC1(C)C2C(=C(P(C3C=CC=CC=3)C3C=CC=CC=3)C=CC=2)OC2C(P(C3C=CC=CC=3)C3C=CC=CC=3)=CC=CC1=2.C(=O)([O-])[O-].[Cs+].[Cs+]. (4) The reactants are: [CH2:1]([O:8][C:9]1[C:10]([NH2:16])=[N:11][CH:12]=[C:13]([Br:15])[CH:14]=1)[C:2]1[CH:7]=[CH:6][CH:5]=[CH:4][CH:3]=1.Cl[C:18]1[C:27]([N:28]=[C:29]=[S:30])=[CH:26][C:21]([C:22]([O:24][CH3:25])=[O:23])=[CH:20][N:19]=1. Given the product [CH2:1]([O:8][C:9]1[C:10]([NH:16][C:29]2[S:30][C:18]3[C:27]([N:28]=2)=[CH:26][C:21]([C:22]([O:24][CH3:25])=[O:23])=[CH:20][N:19]=3)=[N:11][CH:12]=[C:13]([Br:15])[CH:14]=1)[C:2]1[CH:3]=[CH:4][CH:5]=[CH:6][CH:7]=1, predict the reactants needed to synthesize it.